Dataset: NCI-60 drug combinations with 297,098 pairs across 59 cell lines. Task: Regression. Given two drug SMILES strings and cell line genomic features, predict the synergy score measuring deviation from expected non-interaction effect. Drug 1: CC1C(C(CC(O1)OC2CC(CC3=C2C(=C4C(=C3O)C(=O)C5=C(C4=O)C(=CC=C5)OC)O)(C(=O)C)O)N)O.Cl. Drug 2: C1=NC2=C(N1)C(=S)N=C(N2)N. Cell line: MALME-3M. Synergy scores: CSS=43.4, Synergy_ZIP=-13.9, Synergy_Bliss=-5.54, Synergy_Loewe=-26.2, Synergy_HSA=-2.79.